Dataset: Reaction yield outcomes from USPTO patents with 853,638 reactions. Task: Predict the reaction yield, written as a fraction of the theoretical maximum amount of product (1.0 means a 100% yield; for example, 0.34 means a 34% yield). (1) The reactants are [CH3:1][C:2]1([C:5]#[C:6][C:7]2[CH:13]=[C:12]([N+:14]([O-:16])=[O:15])[CH:11]=[CH:10][C:8]=2[NH2:9])[CH2:4][CH2:3]1.N1C=CC=CC=1.[C:23](Cl)(=[O:27])[CH2:24][CH2:25][CH3:26]. The catalyst is C(Cl)Cl. The product is [CH3:1][C:2]1([C:5]#[C:6][C:7]2[CH:13]=[C:12]([N+:14]([O-:16])=[O:15])[CH:11]=[CH:10][C:8]=2[NH:9][C:23](=[O:27])[CH2:24][CH2:25][CH3:26])[CH2:4][CH2:3]1. The yield is 0.820. (2) The reactants are [C:1]([O:5][C:6]([N:8]1[CH2:15][CH:14]2[N:16]([C:17]([O:19][C:20]([CH3:23])([CH3:22])[CH3:21])=[O:18])[CH:10]([CH2:11][C:12]([C:27]3[S:31][C:30]([CH2:32][O:33][CH2:34][CH2:35][O:36][Si:37]([C:40]([CH3:43])([CH3:42])[CH3:41])([CH3:39])[CH3:38])=[N:29][CH:28]=3)=[C:13]2[C:24](O)=[O:25])[CH2:9]1)=[O:7])([CH3:4])([CH3:3])[CH3:2].CCN=C=NCCCN(C)C.Cl.C1C=CC2N(O)N=NC=2C=1.CCN(C(C)C)C(C)C.[CH:75]1([NH:78][CH2:79][C:80]2[CH:85]=[CH:84][CH:83]=[C:82]([Cl:86])[C:81]=2[Cl:87])[CH2:77][CH2:76]1. The catalyst is C(Cl)Cl.CN(C1C=CN=CC=1)C. The product is [C:1]([O:5][C:6]([N:8]1[CH2:15][CH:14]2[N:16]([C:17]([O:19][C:20]([CH3:21])([CH3:23])[CH3:22])=[O:18])[CH:10]([CH2:11][C:12]([C:27]3[S:31][C:30]([CH2:32][O:33][CH2:34][CH2:35][O:36][Si:37]([C:40]([CH3:43])([CH3:41])[CH3:42])([CH3:38])[CH3:39])=[N:29][CH:28]=3)=[C:13]2[C:24](=[O:25])[N:78]([CH:75]2[CH2:76][CH2:77]2)[CH2:79][C:80]2[CH:85]=[CH:84][CH:83]=[C:82]([Cl:86])[C:81]=2[Cl:87])[CH2:9]1)=[O:7])([CH3:4])([CH3:3])[CH3:2]. The yield is 0.120. (3) The product is [NH:4]1[CH2:5][CH2:6][CH:7]([CH2:10][CH2:11][C:12]([C:14]2[CH:15]=[C:16]3[C:21]4=[C:22]([CH2:24][CH2:25][N:20]4[C:19](=[O:26])[CH2:18][CH2:17]3)[CH:23]=2)=[O:13])[CH2:8][CH2:9]1. The catalyst is C1(C)C=CC=CC=1. The reactants are C([N:4]1[CH2:9][CH2:8][CH:7]([CH2:10][CH2:11][C:12]([C:14]2[CH:15]=[C:16]3[C:21]4=[C:22]([CH2:24][CH2:25][N:20]4[C:19](=[O:26])[CH2:18][CH2:17]3)[CH:23]=2)=[O:13])[CH2:6][CH2:5]1)(=O)C.Cl. The yield is 0.925. (4) The reactants are [O:1]=[C:2]1[NH:7][N:6]=[CH:5][C:4]([C:8]([NH:10][C@@:11]2([C:16]([O:18]CCCC)=[O:17])[CH2:15][CH2:14][O:13][CH2:12]2)=[O:9])=[CH:3]1. The catalyst is [OH-].[Na+]. The product is [O:1]=[C:2]1[NH:7][N:6]=[CH:5][C:4]([C:8]([NH:10][C@@:11]2([C:16]([OH:18])=[O:17])[CH2:15][CH2:14][O:13][CH2:12]2)=[O:9])=[CH:3]1. The yield is 0.710. (5) The reactants are [NH2:1][C:2]1[N:3]=[C:4]2[CH:9]=[CH:8][C:7]([O:10][C:11]3[CH:12]=[C:13]([NH:17][C:18](=[O:29])[C:19]4[CH:24]=[CH:23][CH:22]=[C:21]([C:25]([F:28])([F:27])[F:26])[CH:20]=4)[CH:14]=[CH:15][CH:16]=3)=[N:6][N:5]2[CH:30]=1.C(N(CC)CC)C.[C:38]([O:41][CH2:42][C:43](Cl)=[O:44])(=[O:40])[CH3:39]. The catalyst is O1CCCC1. The product is [C:38]([O:41][CH2:42][C:43](=[O:44])[NH:1][C:2]1[N:3]=[C:4]2[CH:9]=[CH:8][C:7]([O:10][C:11]3[CH:16]=[CH:15][CH:14]=[C:13]([NH:17][C:18](=[O:29])[C:19]4[CH:24]=[CH:23][CH:22]=[C:21]([C:25]([F:28])([F:27])[F:26])[CH:20]=4)[CH:12]=3)=[N:6][N:5]2[CH:30]=1)(=[O:40])[CH3:39]. The yield is 0.800. (6) The reactants are [C:1]([O:7][CH2:8][CH3:9])(=[O:6])[CH2:2][C:3]([O-:5])=O.[K+].C(N(CC)CC)C.[Cl-].[CH:19]1(C(O)=O)[CH2:21][CH2:20]1.C(Cl)(=O)C(Cl)=O.C(O)(=O)CC(O)=O.C(O)(=O)CC(CC(O)=O)(C(O)=O)O. The catalyst is CN(C)C=O.O1CCCC1.C(OCC)(=O)C. The product is [CH:19]1([C:3](=[O:5])[CH2:2][C:1]([O:7][CH2:8][CH3:9])=[O:6])[CH2:21][CH2:20]1. The yield is 0.930. (7) The reactants are NOS(O)(=O)=O.[C:7]1(=[O:15])[CH2:14][CH2:13][CH2:12][CH2:11][CH2:10][CH2:9][CH2:8]1.[Cl-].[NH4+:17].O. The catalyst is C(O)=O. The product is [C:7]1(=[O:15])[CH2:8][CH2:9][CH2:10][CH2:11][CH2:12][CH2:13][CH2:14][NH:17]1. The yield is 0.650.